Dataset: Forward reaction prediction with 1.9M reactions from USPTO patents (1976-2016). Task: Predict the product of the given reaction. (1) Given the reactants [Cl:1][C:2]1[CH:3]=[C:4]([CH:21]=[CH:22][C:23]=1[Cl:24])[CH2:5][N:6]1[C:10]([C:11]2[CH:16]=[CH:15][C:14]([Cl:17])=[C:13]([Cl:18])[CH:12]=2)=[CH:9][C:8]([CH2:19][NH2:20])=[N:7]1.[C:25](O)(=[O:30])[C:26]([CH3:29])([CH3:28])[CH3:27].C1CN([P+](ON2N=NC3C=CC=CC2=3)(N2CCCC2)N2CCCC2)CC1.F[P-](F)(F)(F)(F)F, predict the reaction product. The product is: [Cl:1][C:2]1[CH:3]=[C:4]([CH:21]=[CH:22][C:23]=1[Cl:24])[CH2:5][N:6]1[C:10]([C:11]2[CH:16]=[CH:15][C:14]([Cl:17])=[C:13]([Cl:18])[CH:12]=2)=[CH:9][C:8]([CH2:19][NH:20][C:25](=[O:30])[C:26]([CH3:29])([CH3:28])[CH3:27])=[N:7]1. (2) Given the reactants [CH3:1][N:2]([C:10]1([CH2:13][CH2:14][O:15][C:16]2[CH:17]=[N:18][CH:19]=[CH:20][CH:21]=2)[CH2:12][CH2:11]1)C(=O)OC(C)(C)C.Cl.[C:23]([O-:30])(=[O:29])/[CH:24]=[CH:25]/[C:26]([O-:28])=[O:27].C(O)(=O)/C=C/C(O)=O, predict the reaction product. The product is: [C:23]([OH:30])(=[O:29])/[CH:24]=[CH:25]/[C:26]([OH:28])=[O:27].[CH3:1][NH:2][C:10]1([CH2:13][CH2:14][O:15][C:16]2[CH:17]=[N:18][CH:19]=[CH:20][CH:21]=2)[CH2:11][CH2:12]1.